This data is from Forward reaction prediction with 1.9M reactions from USPTO patents (1976-2016). The task is: Predict the product of the given reaction. (1) Given the reactants Cl[C:2]1[CH:7]=[C:6]([Cl:8])[N:5]=[C:4]([CH2:9][O:10][CH3:11])[N:3]=1.[Cl:12][C:13]1[CH:18]=[C:17]([Cl:19])[CH:16]=[CH:15][C:14]=1[CH2:20][CH2:21][NH2:22].C(=O)(O)[O-].[Na+].O, predict the reaction product. The product is: [Cl:8][C:6]1[N:5]=[C:4]([CH2:9][O:10][CH3:11])[N:3]=[C:2]([NH:22][CH2:21][CH2:20][C:14]2[CH:15]=[CH:16][C:17]([Cl:19])=[CH:18][C:13]=2[Cl:12])[CH:7]=1. (2) Given the reactants Cl[C:2]1[N:3]([CH2:10][C:11]([OH:30])([CH3:29])[CH2:12][N:13]2[CH2:18][CH2:17][N:16]([C:19]([O:21][CH2:22][C:23]3[CH:28]=[CH:27][CH:26]=[CH:25][CH:24]=3)=[O:20])[CH2:15][CH2:14]2)[CH:4]=[C:5]([N+:7]([O-:9])=[O:8])[N:6]=1.[H-].[Na+], predict the reaction product. The product is: [CH3:29][C:11]1([CH2:12][N:13]2[CH2:18][CH2:17][N:16]([C:19]([O:21][CH2:22][C:23]3[CH:28]=[CH:27][CH:26]=[CH:25][CH:24]=3)=[O:20])[CH2:15][CH2:14]2)[O:30][C:2]2=[N:6][C:5]([N+:7]([O-:9])=[O:8])=[CH:4][N:3]2[CH2:10]1. (3) Given the reactants [Br:1][C:2]1[NH:6][N:5]=[CH:4][CH:3]=1.Br[CH2:8][C:9]1[CH:18]=[CH:17][C:12]([C:13]([O:15][CH3:16])=[O:14])=[CH:11][CH:10]=1.CC(=O)CC, predict the reaction product. The product is: [Br:1][C:2]1[N:6]([CH2:8][C:9]2[CH:18]=[CH:17][C:12]([C:13]([O:15][CH3:16])=[O:14])=[CH:11][CH:10]=2)[N:5]=[CH:4][CH:3]=1.